Task: Regression. Given a peptide amino acid sequence and an MHC pseudo amino acid sequence, predict their binding affinity value. This is MHC class I binding data.. Dataset: Peptide-MHC class I binding affinity with 185,985 pairs from IEDB/IMGT (1) The peptide sequence is EKYGHLCKYH. The MHC is HLA-A11:01 with pseudo-sequence HLA-A11:01. The binding affinity (normalized) is 0. (2) The peptide sequence is EMWKNGPCY. The MHC is Mamu-A11 with pseudo-sequence Mamu-A11. The binding affinity (normalized) is 0. (3) The peptide sequence is TPTIEDDKIV. The MHC is HLA-B07:02 with pseudo-sequence HLA-B07:02. The binding affinity (normalized) is 0.0861. (4) The peptide sequence is GVKVRVWLF. The MHC is HLA-A01:01 with pseudo-sequence HLA-A01:01. The binding affinity (normalized) is 0.0847. (5) The peptide sequence is VIDKAKVMGR. The MHC is HLA-A33:01 with pseudo-sequence HLA-A33:01. The binding affinity (normalized) is 0.272. (6) The peptide sequence is YTFCRLNVK. The MHC is HLA-B35:01 with pseudo-sequence HLA-B35:01. The binding affinity (normalized) is 0.0847. (7) The peptide sequence is RQNAPFEPI. The MHC is HLA-B27:20 with pseudo-sequence HLA-B27:20. The binding affinity (normalized) is 0.936.